Dataset: TCR-epitope binding with 47,182 pairs between 192 epitopes and 23,139 TCRs. Task: Binary Classification. Given a T-cell receptor sequence (or CDR3 region) and an epitope sequence, predict whether binding occurs between them. (1) The epitope is GILGFVFTL. The TCR CDR3 sequence is CASSPQRTAHEQYF. Result: 1 (the TCR binds to the epitope). (2) The epitope is RLYYDSMSY. The TCR CDR3 sequence is CASSHRERPPGDEQFF. Result: 0 (the TCR does not bind to the epitope).